This data is from Full USPTO retrosynthesis dataset with 1.9M reactions from patents (1976-2016). The task is: Predict the reactants needed to synthesize the given product. (1) The reactants are: [C:1]1([CH3:11])[CH:6]=[CH:5][C:4]([S:7](Cl)(=[O:9])=[O:8])=[CH:3][CH:2]=1.[CH2:12]([OH:17])[CH2:13][CH2:14][C:15]#[CH:16].C(N(CC)CC)C. Given the product [CH3:11][C:1]1[CH:6]=[CH:5][C:4]([S:7]([O:17][CH2:12][CH2:13][CH2:14][C:15]#[CH:16])(=[O:9])=[O:8])=[CH:3][CH:2]=1, predict the reactants needed to synthesize it. (2) Given the product [F:17][C:18]([F:42])([F:41])[C:19]1[CH:36]=[C:35]([C:37]([F:38])([F:40])[F:39])[CH:34]=[CH:33][C:20]=1[CH2:21][O:22][C:23]1[CH:24]=[CH:25][C:26](/[CH:27]=[C:6]2/[C:2]([NH:16][CH2:15][CH2:14][CH:10]3[CH2:11][CH2:12][CH2:13][N:9]3[CH3:8])=[N:3][C:4](=[O:7])[S:5]/2)=[CH:29][C:30]=1[O:46][CH3:44], predict the reactants needed to synthesize it. The reactants are: S=[C:2]1[CH2:6][S:5][C:4](=[O:7])[NH:3]1.[CH3:8][N:9]1[CH2:13][CH2:12][CH2:11][CH:10]1[CH2:14][CH2:15][NH2:16].[F:17][C:18]([F:42])([F:41])[C:19]1[CH:36]=[C:35]([C:37]([F:40])([F:39])[F:38])[CH:34]=[CH:33][C:20]=1[CH2:21][O:22][C:23]1[CH:30]=[CH:29][C:26]([CH:27]=O)=[C:25](OC)[CH:24]=1.C[C:44](C)([O-:46])C.[K+]. (3) Given the product [N+:24]([CH2:2][CH2:3][C:4]([C:6]1[CH:11]=[CH:10][C:9]([CH2:12][CH2:13][CH2:14][CH2:15][CH2:16][CH2:17][CH2:18][CH3:19])=[CH:8][CH:7]=1)=[O:5])([O-:26])=[O:25], predict the reactants needed to synthesize it. The reactants are: Cl[CH2:2][CH2:3][C:4]([C:6]1[CH:11]=[CH:10][C:9]([CH2:12][CH2:13][CH2:14][CH2:15][CH2:16][CH2:17][CH2:18][CH3:19])=[CH:8][CH:7]=1)=[O:5].CC(C)=O.[N:24]([O-:26])=[O:25].[Na+].CCCCCC. (4) Given the product [F:1][C:2]1[CH:3]=[C:4]2[C:9](=[CH:10][CH:11]=1)[N:8]=[C:7]([C:12]1[CH:17]=[CH:16][CH:15]=[CH:14][C:13]=1[O:18][C:39](=[O:40])[CH2:38][N:36]([C:29]([O:31][C:32]([CH3:34])([CH3:33])[CH3:35])=[O:30])[CH3:37])[N:6]([CH2:19][CH2:20][C:21]1[CH:26]=[CH:25][CH:24]=[C:23]([F:27])[CH:22]=1)[C:5]2=[O:28], predict the reactants needed to synthesize it. The reactants are: [F:1][C:2]1[CH:3]=[C:4]2[C:9](=[CH:10][CH:11]=1)[N:8]=[C:7]([C:12]1[CH:17]=[CH:16][CH:15]=[CH:14][C:13]=1[OH:18])[N:6]([CH2:19][CH2:20][C:21]1[CH:26]=[CH:25][CH:24]=[C:23]([F:27])[CH:22]=1)[C:5]2=[O:28].[C:29]([N:36]([CH2:38][C:39](O)=[O:40])[CH3:37])([O:31][C:32]([CH3:35])([CH3:34])[CH3:33])=[O:30]. (5) Given the product [N:4]1([C:7]2[CH:12]=[CH:11][C:10]([NH:13][CH:14]=[C:15]3[C:23]4[C:18](=[CH:19][CH:20]=[CH:21][CH:22]=4)[N:17]([CH2:25][N:27]4[CH2:32][CH2:31][CH2:30][CH2:29][CH2:28]4)[C:16]3=[O:24])=[CH:9][CH:8]=2)[CH2:5][CH2:6][O:1][CH2:2][CH2:3]1, predict the reactants needed to synthesize it. The reactants are: [O:1]1[CH2:6][CH2:5][N:4]([C:7]2[CH:12]=[CH:11][C:10]([NH:13][CH:14]=[C:15]3[C:23]4[C:18](=[CH:19][CH:20]=[CH:21][CH:22]=4)[NH:17][C:16]3=[O:24])=[CH:9][CH:8]=2)[CH2:3][CH2:2]1.[CH2:25]=O.[NH:27]1[CH2:32][CH2:31][CH2:30][CH2:29][CH2:28]1. (6) Given the product [F:43][C:42]([F:45])([F:44])[C:40]([OH:46])=[O:41].[NH2:14][C@@H:11]1[CH2:10][CH2:9][C@H:8]([NH:7][C:6](=[O:15])[C:26]2[CH:25]=[CH:21][CH:20]=[C:19]([N+:16]([O-:18])=[O:17])[CH:27]=2)[CH2:13][CH2:12]1, predict the reactants needed to synthesize it. The reactants are: C(O[C:6](=[O:15])[NH:7][C@H:8]1[CH2:13][CH2:12][C@@H:11]([NH2:14])[CH2:10][CH2:9]1)(C)(C)C.[N+:16]([C:19]1[CH:20]=[C:21]([CH:25]=[CH:26][CH:27]=1)C(Cl)=O)([O-:18])=[O:17].CCN(C(C)C)C(C)C.C(Cl)Cl.[C:40]([OH:46])([C:42]([F:45])([F:44])[F:43])=[O:41]. (7) Given the product [C:29]([O:33][C:34]([N:36]1[CH:40]=[CH:39][CH:38]=[C:37]1[C:2]1[C:3]2[C:7]([CH:8]=[CH:9][CH:10]=1)=[N:6][N:5]1[C:11]([CH:16]3[CH2:21][CH2:20][N:19]([C:22]([O:24][C:25]([CH3:26])([CH3:27])[CH3:28])=[O:23])[CH2:18][CH2:17]3)=[CH:12][C:13](=[O:15])[NH:14][C:4]=21)=[O:35])([CH3:32])([CH3:30])[CH3:31], predict the reactants needed to synthesize it. The reactants are: Br[C:2]1[C:3]2[C:7]([CH:8]=[CH:9][CH:10]=1)=[N:6][N:5]1[C:11]([CH:16]3[CH2:21][CH2:20][N:19]([C:22]([O:24][C:25]([CH3:28])([CH3:27])[CH3:26])=[O:23])[CH2:18][CH2:17]3)=[CH:12][C:13](=[O:15])[NH:14][C:4]=21.[C:29]([O:33][C:34]([N:36]1[CH:40]=[CH:39][CH:38]=[C:37]1B(O)O)=[O:35])([CH3:32])([CH3:31])[CH3:30].C(=O)([O-])[O-].[Na+].[Na+].